Predict the reaction yield, written as a fraction of the theoretical maximum amount of product (1.0 means a 100% yield; for example, 0.34 means a 34% yield). From a dataset of Reaction yield outcomes from USPTO patents with 853,638 reactions. (1) The reactants are CC(C[AlH]CC(C)C)C.[C:10]([O:14][C:15]([NH:17][C:18]1[CH:23]=[C:22]([CH:24]([CH3:30])[C:25](OCC)=[O:26])[CH:21]=[CH:20][N:19]=1)=[O:16])([CH3:13])([CH3:12])[CH3:11].O.[O-]S([O-])(=O)=O.[Mg+2]. The catalyst is C1COCC1.C(Cl)Cl. The product is [OH:26][CH2:25][CH:24]([C:22]1[CH:21]=[CH:20][N:19]=[C:18]([NH:17][C:15](=[O:16])[O:14][C:10]([CH3:13])([CH3:12])[CH3:11])[CH:23]=1)[CH3:30]. The yield is 0.500. (2) The catalyst is C(Cl)(Cl)Cl.O.CO. The product is [C:1]([O:5][C:6]([N:8]1[CH2:9][CH2:10][C:11](=[C:14]([Br:27])[C:15]2[CH:16]=[CH:17][CH:18]=[CH:19][CH:20]=2)[CH2:12][CH2:13]1)=[O:7])([CH3:4])([CH3:2])[CH3:3]. The reactants are [C:1]([O:5][C:6]([N:8]1[CH2:13][CH2:12][C:11](=[CH:14][C:15]2[CH:20]=[CH:19][CH:18]=[CH:17][CH:16]=2)[CH2:10][CH2:9]1)=[O:7])([CH3:4])([CH3:3])[CH3:2].C([O-])([O-])=O.[K+].[K+].[Br:27]Br.[OH-].[Na+]. The yield is 0.940. (3) The reactants are [Br:1][C:2]1[C:6]2[CH:7]=[N:8][C:9]([NH:11][C:12](=[O:18])OC(C)(C)C)=[CH:10][C:5]=2[N:4]([CH3:19])[CH:3]=1.ClC([C:23]1[CH:32]=[CH:31][C:26]([C:27]([O:29][CH3:30])=[O:28])=[CH:25][CH:24]=1)=O. The catalyst is Cl. The product is [Br:1][C:2]1[C:6]2[CH:7]=[N:8][C:9]([NH:11][C:12]([C:23]3[CH:32]=[CH:31][C:26]([C:27]([O:29][CH3:30])=[O:28])=[CH:25][CH:24]=3)=[O:18])=[CH:10][C:5]=2[N:4]([CH3:19])[CH:3]=1. The yield is 0.840. (4) The reactants are Cl.[NH2:2][CH2:3][C:4]1[CH:9]=[CH:8][C:7](B(O)O)=[CH:6][CH:5]=1.[CH3:13][O:14][C:15]1[CH:20]=[CH:19][C:18]([C:21]2[CH2:22][C@@H:23]3[N:29]([CH:30]=2)[C:28](=[O:31])[C:27]2[CH:32]=[C:33]([O:74][CH3:75])[C:34]([O:36][CH2:37][CH2:38][CH2:39][O:40][C:41]4[C:71]([O:72][CH3:73])=[CH:70][C:44]5[C:45](=[O:69])[N:46]6[CH:61]=[C:60](S(C(F)(F)F)(=O)=O)[CH2:59][C@H:47]6[C:48](=[O:58])[N:49]([CH2:50][O:51][CH2:52][CH2:53][Si:54]([CH3:57])([CH3:56])[CH3:55])[C:43]=5[CH:42]=4)=[CH:35][C:26]=2[N:25]([CH2:76][O:77][CH2:78][CH2:79][Si:80]([CH3:83])([CH3:82])[CH3:81])[C:24]3=[O:84])=[CH:17][CH:16]=1.C(=O)([O-])[O-].[Na+].[Na+]. The catalyst is C1(C)C=CC=CC=1.C(O)C.O. The product is [NH2:2][CH2:3][C:4]1[CH:9]=[CH:8][C:7]([C:60]2[CH2:59][C@@H:47]3[N:46]([CH:61]=2)[C:45](=[O:69])[C:44]2[CH:70]=[C:71]([O:72][CH3:73])[C:41]([O:40][CH2:39][CH2:38][CH2:37][O:36][C:34]4[C:33]([O:74][CH3:75])=[CH:32][C:27]5[C:28](=[O:31])[N:29]6[CH:30]=[C:21]([C:18]7[CH:17]=[CH:16][C:15]([O:14][CH3:13])=[CH:20][CH:19]=7)[CH2:22][C@H:23]6[C:24](=[O:84])[N:25]([CH2:76][O:77][CH2:78][CH2:79][Si:80]([CH3:81])([CH3:82])[CH3:83])[C:26]=5[CH:35]=4)=[CH:42][C:43]=2[N:49]([CH2:50][O:51][CH2:52][CH2:53][Si:54]([CH3:57])([CH3:56])[CH3:55])[C:48]3=[O:58])=[CH:6][CH:5]=1. The yield is 0.610. (5) The reactants are [CH3:1][N:2]([CH3:26])[S:3]([C:6]1[CH:11]=[CH:10][CH:9]=[CH:8][C:7]=1[CH2:12][C:13]1[C:21]2[C:20](=[O:22])[CH2:19][C:18]([CH3:24])([CH3:23])[CH2:17][C:16]=2[NH:15][C:14]=1[CH3:25])(=[O:5])=[O:4].Br[CH2:28][C:29]([O:31][CH2:32][CH3:33])=[O:30].[I-].[K+].C(=O)([O-])[O-].[K+].[K+]. The catalyst is C(#N)C.ClCCl.CO. The product is [CH3:26][N:2]([CH3:1])[S:3]([C:6]1[CH:11]=[CH:10][CH:9]=[CH:8][C:7]=1[CH2:12][C:13]1[C:21]2[C:20](=[O:22])[CH2:19][C:18]([CH3:23])([CH3:24])[CH2:17][C:16]=2[N:15]([CH2:28][C:29]([O:31][CH2:32][CH3:33])=[O:30])[C:14]=1[CH3:25])(=[O:5])=[O:4]. The yield is 0.360. (6) The product is [CH3:18][C:16]1([CH3:19])[O:17][C@H:13]2[C@H:12]([NH:20][C:21]3[CH:26]=[C:25]([C:27]#[C:28][C:29]4[CH:34]=[CH:33][CH:32]=[CH:31][CH:30]=4)[N:24]=[CH:23][N:22]=3)[CH2:11][C@H:10]([CH2:9][OH:8])[C@H:14]2[O:15]1. The yield is 0.820. The catalyst is C1COCC1.N1C=CC=CC=1. The reactants are [Si]([O:8][CH2:9][C@@H:10]1[C@H:14]2[O:15][C:16]([CH3:19])([CH3:18])[O:17][C@H:13]2[C@H:12]([NH:20][C:21]2[CH:26]=[C:25]([C:27]#[C:28][C:29]3[CH:34]=[CH:33][CH:32]=[CH:31][CH:30]=3)[N:24]=[CH:23][N:22]=2)[CH2:11]1)(C(C)(C)C)(C)C.F.N1C=CC=CC=1. (7) The reactants are [NH2:1][C:2]1[CH:25]=[CH:24][C:23]([N:26]2[CH2:31][CH2:30][CH2:29][CH2:28][CH2:27]2)=[CH:22][C:3]=1[C:4]([NH:6][C:7]1[N:11]=[CH:10][N:9]([C:12]2[CH:17]=[CH:16][CH:15]=[C:14]([C:18]([F:21])([F:20])[F:19])[CH:13]=2)[N:8]=1)=[O:5].N1C=CC=CC=1.[CH3:38][N:39]([CH2:51][CH2:52][N:53]1[CH2:58][CH2:57][O:56][CH2:55][CH2:54]1)[C:40]([C:42]1[CH:43]=[C:44]([CH:48]=[CH:49][CH:50]=1)[C:45](Cl)=[O:46])=[O:41]. The catalyst is ClCCl. The product is [CH3:38][N:39]([CH2:51][CH2:52][N:53]1[CH2:58][CH2:57][O:56][CH2:55][CH2:54]1)[C:40](=[O:41])[C:42]1[CH:50]=[CH:49][CH:48]=[C:44]([C:45]([NH:1][C:2]2[CH:25]=[CH:24][C:23]([N:26]3[CH2:31][CH2:30][CH2:29][CH2:28][CH2:27]3)=[CH:22][C:3]=2[C:4](=[O:5])[NH:6][C:7]2[N:11]=[CH:10][N:9]([C:12]3[CH:17]=[CH:16][CH:15]=[C:14]([C:18]([F:21])([F:19])[F:20])[CH:13]=3)[N:8]=2)=[O:46])[CH:43]=1. The yield is 0.150. (8) The reactants are [Si:1]([O:8][CH:9]([CH:28]1[CH2:36][C:35]2[C:30](=[CH:31][CH:32]=[C:33]([O:37][C:38]3[CH:43]=[CH:42][CH:41]=[CH:40][CH:39]=3)[CH:34]=2)[CH2:29]1)[C:10]1[O:11][C:12]([Sn](CCCC)(CCCC)CCCC)=[CH:13][N:14]=1)([C:4]([CH3:7])([CH3:6])[CH3:5])([CH3:3])[CH3:2].Br[C:45]1[N:50]=[C:49]([C:51]([O:53][CH3:54])=[O:52])[CH:48]=[CH:47][CH:46]=1. No catalyst specified. The product is [Si:1]([O:8][CH:9]([CH:28]1[CH2:36][C:35]2[C:30](=[CH:31][CH:32]=[C:33]([O:37][C:38]3[CH:43]=[CH:42][CH:41]=[CH:40][CH:39]=3)[CH:34]=2)[CH2:29]1)[C:10]1[O:11][C:12]([C:45]2[N:50]=[C:49]([C:51]([O:53][CH3:54])=[O:52])[CH:48]=[CH:47][CH:46]=2)=[CH:13][N:14]=1)([C:4]([CH3:7])([CH3:5])[CH3:6])([CH3:3])[CH3:2]. The yield is 0.760. (9) The reactants are C([Li:5])CCC.Br[C:7]1[CH:8]=[C:9]([N:13]2[CH2:17][CH2:16][CH:15]([O:18][CH3:19])[CH2:14]2)[CH:10]=[CH:11][CH:12]=1.[S:20](=[O:22])=[O:21]. The catalyst is O1CCCC1. The product is [CH3:19][O:18][CH:15]1[CH2:16][CH2:17][N:13]([C:9]2[CH:8]=[C:7]([S:20]([O-:22])=[O:21])[CH:12]=[CH:11][CH:10]=2)[CH2:14]1.[Li+:5]. The yield is 0.900.